Task: Predict which catalyst facilitates the given reaction.. Dataset: Catalyst prediction with 721,799 reactions and 888 catalyst types from USPTO (1) Reactant: [Cl:1][C:2]1[CH:11]=[C:6]([C:7]([O:9][CH3:10])=[O:8])[C:5]([OH:12])=[CH:4][CH:3]=1.C([O-])([O-])=O.[K+].[K+].[CH3:19][O:20][CH2:21][CH2:22]Br. Product: [CH3:10][O:9][C:7](=[O:8])[C:6]1[CH:11]=[C:2]([Cl:1])[CH:3]=[CH:4][C:5]=1[O:12][CH2:22][CH2:21][O:20][CH3:19]. The catalyst class is: 3. (2) Reactant: [CH2:1](P(CCCC)CCCC)CCC.[F:14][C:15]([F:52])([F:51])[C:16]1[CH:17]=[C:18]([CH:44]=[C:45]([C:47]([F:50])([F:49])[F:48])[CH:46]=1)[CH2:19][N:20]([C:39]1[N:40]=[N:41][NH:42][N:43]=1)[CH:21]1[CH2:27][CH2:26][CH2:25][N:24]([C:28]([O:30][CH:31]([CH3:33])[CH3:32])=[O:29])[C:23]2[CH:34]=[CH:35][C:36]([Br:38])=[CH:37][C:22]1=2.CO. Product: [F:50][C:47]([F:48])([F:49])[C:45]1[CH:44]=[C:18]([CH:17]=[C:16]([C:15]([F:14])([F:51])[F:52])[CH:46]=1)[CH2:19][N:20]([C:39]1[N:40]=[N:41][N:42]([CH3:1])[N:43]=1)[CH:21]1[CH2:27][CH2:26][CH2:25][N:24]([C:28]([O:30][CH:31]([CH3:33])[CH3:32])=[O:29])[C:23]2[CH:34]=[CH:35][C:36]([Br:38])=[CH:37][C:22]1=2. The catalyst class is: 133. (3) Reactant: [CH2:1]([O:5][C:6]1[CH:11]=[CH:10][C:9](/[CH:12]=[CH:13]/[C:14]2[CH:19]=[CH:18][CH:17]=[CH:16][CH:15]=2)=[CH:8][C:7]=1[C:20]1[NH:24][N:23]=[CH:22][CH:21]=1)[CH:2]([CH3:4])[CH3:3]. Product: [CH2:1]([O:5][C:6]1[CH:11]=[CH:10][C:9]([CH2:12][CH2:13][C:14]2[CH:15]=[CH:16][CH:17]=[CH:18][CH:19]=2)=[CH:8][C:7]=1[C:20]1[NH:24][N:23]=[CH:22][CH:21]=1)[CH:2]([CH3:4])[CH3:3]. The catalyst class is: 29. (4) Reactant: [C:1]([O:4][CH2:5][CH2:6][CH2:7][N:8]1[C:20]2[C:19]3[CH:18]=[CH:17][C:16]([Br:21])=[CH:15][C:14]=3[N:13]=[CH:12][C:11]=2[NH:10][C:9]1=[S:22])(=[O:3])[CH3:2].O.[OH-].[NH4+].I[CH3:27]. Product: [C:1]([O:4][CH2:5][CH2:6][CH2:7][N:8]1[C:20]2[C:19]3[CH:18]=[CH:17][C:16]([Br:21])=[CH:15][C:14]=3[N:13]=[CH:12][C:11]=2[N:10]=[C:9]1[S:22][CH3:27])(=[O:3])[CH3:2]. The catalyst class is: 8.